This data is from Reaction yield outcomes from USPTO patents with 853,638 reactions. The task is: Predict the reaction yield, written as a fraction of the theoretical maximum amount of product (1.0 means a 100% yield; for example, 0.34 means a 34% yield). The reactants are [F:1][C:2]([F:24])([F:23])[C:3]1[CH:4]=[C:5]([C:13]2[N:17]=[CH:16][N:15](/[CH:18]=[CH:19]\[C:20]([OH:22])=O)[N:14]=2)[CH:6]=[C:7]([C:9]([F:12])([F:11])[F:10])[CH:8]=1.[CH3:25][C:26]1[NH:30][N:29]=[CH:28][C:27]=1[C:31]([NH:33][NH2:34])=[O:32].C(P1(=O)OP(CCC)(=O)OP(CCC)(=O)O1)CC.CCN(C(C)C)C(C)C. The catalyst is CCOC(C)=O.CCO. The product is [F:23][C:2]([F:24])([F:1])[C:3]1[CH:4]=[C:5]([C:13]2[N:17]=[CH:16][N:15](/[CH:18]=[CH:19]\[C:20]([NH:34][NH:33][C:31]([C:27]3[CH:28]=[N:29][NH:30][C:26]=3[CH3:25])=[O:32])=[O:22])[N:14]=2)[CH:6]=[C:7]([C:9]([F:12])([F:10])[F:11])[CH:8]=1. The yield is 0.420.